From a dataset of Forward reaction prediction with 1.9M reactions from USPTO patents (1976-2016). Predict the product of the given reaction. (1) The product is: [CH:20]([C:22]1[S:26][C:25]2[CH:27]=[CH:28][CH:29]=[C:30]([C:6]3[CH:7]=[C:8]([CH:10]([CH3:12])[CH3:11])[CH:9]=[C:4]([CH:1]([CH3:2])[CH3:3])[C:5]=3[O:16][CH2:17][CH2:18][CH3:19])[C:24]=2[CH:23]=1)=[O:21]. Given the reactants [CH:1]([C:4]1[C:5]([O:16][CH2:17][CH2:18][CH3:19])=[C:6](B(O)O)[CH:7]=[C:8]([CH:10]([CH3:12])[CH3:11])[CH:9]=1)([CH3:3])[CH3:2].[CH:20]([C:22]1[S:26][C:25]2[CH:27]=[CH:28][CH:29]=[C:30](I)[C:24]=2[CH:23]=1)=[O:21].C(=O)([O-])[O-].[Na+].[Na+].O, predict the reaction product. (2) The product is: [ClH:35].[C:1]1([C@@H:7]([NH:9][C:10]2[CH:11]=[C:12]([N:22]3[CH2:23][CH2:24][NH:25][CH2:26][CH2:27]3)[CH:13]=[CH:14][C:15]=2[C:16](=[O:21])[C:17]([F:20])([F:18])[F:19])[CH3:8])[CH:6]=[CH:5][CH:4]=[CH:3][CH:2]=1. Given the reactants [C:1]1([CH:7]([NH:9][C:10]2[CH:11]=[C:12]([N:22]3[CH2:27][CH2:26][N:25](C(OC(C)(C)C)=O)[CH2:24][CH2:23]3)[CH:13]=[CH:14][C:15]=2[C:16](=[O:21])[C:17]([F:20])([F:19])[F:18])[CH3:8])[CH:6]=[CH:5][CH:4]=[CH:3][CH:2]=1.[ClH:35], predict the reaction product. (3) Given the reactants C[N:2]([CH3:26])[CH:3]1[CH2:7][CH2:6][N:5]([C:8]2[CH:21]=[C:20]([O:22][CH3:23])[C:19]([O:24][CH3:25])=[CH:18][C:9]=2/[CH:10]=[C:11]2/[C:12](=[O:17])[NH:13][C:14](=[O:16])[S:15]/2)[CH2:4]1.O=C[CH2:29][NH:30][C:31](=[O:37])[O:32][C:33]([CH3:36])([CH3:35])[CH3:34].[Na].O, predict the reaction product. The product is: [O:16]=[C:14]1[NH:13][C:12](=[O:17])/[C:11](=[CH:10]/[C:9]2[CH:18]=[C:19]([O:24][CH3:25])[C:20]([O:22][CH3:23])=[CH:21][C:8]=2[N:5]2[CH2:6][CH2:7][CH:3]([NH:2][CH2:26][CH2:29][NH:30][C:31](=[O:37])[O:32][C:33]([CH3:36])([CH3:35])[CH3:34])[CH2:4]2)/[S:15]1. (4) Given the reactants [CH3:1][O:2]C(OC)OC.[CH3:8][C:9]1[NH:13][C:12]([C:14]([O:16][CH2:17][CH3:18])=[O:15])=[CH:11][CH:10]=1, predict the reaction product. The product is: [CH:1]([C:10]1[CH:11]=[C:12]([C:14]([O:16][CH2:17][CH3:18])=[O:15])[NH:13][C:9]=1[CH3:8])=[O:2]. (5) Given the reactants Cl.[CH3:2][N:3]1[C:7]([NH:8][C:9]2[CH:10]=[C:11]3[C:21](=[CH:22][CH:23]=2)[O:20][C:14]2([CH2:19][CH2:18][NH:17][CH2:16][CH2:15]2)[CH2:13][C:12]3=[O:24])=[CH:6][CH:5]=[N:4]1.O.ON1C2C=CC=CC=2N=N1.Cl.CN(C)CCCN=C=NCC.[N:48]1([C:53]2[CH:54]=[C:55]([CH:59]=[C:60]([C:62]3[NH:66][N:65]=[N:64][N:63]=3)[CH:61]=2)[C:56](O)=[O:57])[CH2:52][CH2:51][CH2:50][CH2:49]1, predict the reaction product. The product is: [CH3:2][N:3]1[C:7]([NH:8][C:9]2[CH:10]=[C:11]3[C:21](=[CH:22][CH:23]=2)[O:20][C:14]2([CH2:15][CH2:16][N:17]([C:56]([C:55]4[CH:59]=[C:60]([C:62]5[NH:63][N:64]=[N:65][N:66]=5)[CH:61]=[C:53]([N:48]5[CH2:52][CH2:51][CH2:50][CH2:49]5)[CH:54]=4)=[O:57])[CH2:18][CH2:19]2)[CH2:13][C:12]3=[O:24])=[CH:6][CH:5]=[N:4]1. (6) Given the reactants [CH2:1]([N:5]1[C:10]2[CH:11]=[C:12]([C:15]([O:17][CH3:18])=[O:16])[CH:13]=[CH:14][C:9]=2[O:8][CH2:7][C:6]1=O)[CH2:2][CH2:3][CH3:4].B1C2CCCC1CCC2.C(CN)O, predict the reaction product. The product is: [CH2:1]([N:5]1[C:10]2[CH:11]=[C:12]([C:15]([O:17][CH3:18])=[O:16])[CH:13]=[CH:14][C:9]=2[O:8][CH2:7][CH2:6]1)[CH2:2][CH2:3][CH3:4]. (7) The product is: [C:1]([O:4][CH2:5][C@:6]12[CH2:22][CH2:21][C@:20]([OH:23])([CH3:26])[CH2:19][C@@H:18]1[CH2:17][CH2:16][C@@H:15]1[C@@H:7]2[CH2:8][CH2:9][C@@:10]2([CH3:25])[C@H:14]1[CH2:13][CH2:12][C:11]2=[O:24])(=[O:3])[CH3:2].[C:1]([O:4][CH2:5][C@:6]12[CH2:22][CH2:21][C@@:20]([OH:23])([CH3:26])[CH2:19][C@@H:18]1[CH2:17][CH2:16][C@@H:15]1[C@@H:7]2[CH2:8][CH2:9][C@@:10]2([CH3:25])[C@H:14]1[CH2:13][CH2:12][C:11]2=[O:24])(=[O:3])[CH3:2]. Given the reactants [C:1]([O:4][CH2:5][C@:6]12[CH2:22][CH2:21][C:20](=[O:23])[CH2:19][C@@H:18]1[CH2:17][CH2:16][C@@H:15]1[C@@H:7]2[CH2:8][CH2:9][C@@:10]2([CH3:25])[C@H:14]1[CH2:13][CH2:12][C:11]2=[O:24])(=[O:3])[CH3:2].[CH3:26][Mg+].[Br-].[NH4+].[Cl-], predict the reaction product. (8) Given the reactants [CH:1]1([N:6]2[C:15]3[N:14]=[C:13]([N:16]4[CH:20]=[C:19]([C:21]([OH:23])=O)[N:18]=[CH:17]4)[N:12]=[CH:11][C:10]=3[N:9]([CH3:24])[C:8](=[O:25])[C@H:7]2[CH2:26][CH3:27])[CH2:5][CH2:4][CH2:3][CH2:2]1.Cl.[CH3:29][NH2:30], predict the reaction product. The product is: [CH:1]1([N:6]2[C:15]3[N:14]=[C:13]([N:16]4[CH:20]=[C:19]([C:21]([NH:30][CH3:29])=[O:23])[N:18]=[CH:17]4)[N:12]=[CH:11][C:10]=3[N:9]([CH3:24])[C:8](=[O:25])[C@H:7]2[CH2:26][CH3:27])[CH2:5][CH2:4][CH2:3][CH2:2]1. (9) Given the reactants NC1C=CC(C(OC)=O)=C(Cl)C=1C#C.[NH2:15][C:16]1[C:25]([O:26][CH3:27])=[CH:24][C:19]([C:20]([O:22][CH3:23])=[O:21])=[C:18]([CH3:28])[C:17]=1[C:29]#[C:30][Si](C)(C)C, predict the reaction product. The product is: [NH2:15][C:16]1[C:25]([O:26][CH3:27])=[CH:24][C:19]([C:20]([O:22][CH3:23])=[O:21])=[C:18]([CH3:28])[C:17]=1[C:29]#[CH:30]. (10) Given the reactants C([O:9][C:10]1[C:15](=[O:16])[N:14]([CH3:17])[C:13]([C:18]([NH:21][C:22]([O:24][CH2:25][C:26]2[CH:31]=[CH:30][CH:29]=[CH:28][CH:27]=2)=[O:23])([CH3:20])[CH3:19])=[N:12][C:11]=1[C:32]([O:34]C)=O)(=O)C1C=CC=CC=1.[F:36][C:37]1[CH:44]=[CH:43][C:40]([CH2:41][NH2:42])=[CH:39][CH:38]=1, predict the reaction product. The product is: [F:36][C:37]1[CH:44]=[CH:43][C:40]([CH2:41][NH:42][C:32]([C:11]2[N:12]=[C:13]([C:18]([NH:21][C:22](=[O:23])[O:24][CH2:25][C:26]3[CH:31]=[CH:30][CH:29]=[CH:28][CH:27]=3)([CH3:20])[CH3:19])[N:14]([CH3:17])[C:15](=[O:16])[C:10]=2[OH:9])=[O:34])=[CH:39][CH:38]=1.